From a dataset of Forward reaction prediction with 1.9M reactions from USPTO patents (1976-2016). Predict the product of the given reaction. (1) Given the reactants [CH2:1]([O:8][C:9]1[CH:10]=[CH:11][C:12]([C@@H:20]([O:23][Si:24]([C:27]([CH3:30])([CH3:29])[CH3:28])([CH3:26])[CH3:25])[CH2:21]Br)=[C:13]2[C:18]=1[NH:17][C:16](=[O:19])[CH:15]=[CH:14]2)[C:2]1[CH:7]=[CH:6][CH:5]=[CH:4][CH:3]=1.[NH2:31][CH2:32][CH2:33][CH2:34][CH2:35][CH2:36][OH:37].[C:38]([O:42][C:43](O[C:43]([O:42][C:38]([CH3:41])([CH3:40])[CH3:39])=[O:44])=[O:44])([CH3:41])([CH3:40])[CH3:39], predict the reaction product. The product is: [CH2:1]([O:8][C:9]1[CH:10]=[CH:11][C:12]([C@@H:20]([O:23][Si:24]([C:27]([CH3:30])([CH3:29])[CH3:28])([CH3:26])[CH3:25])[CH2:21][N:31]([CH2:32][CH2:33][CH2:34][CH2:35][CH2:36][OH:37])[C:43](=[O:44])[O:42][C:38]([CH3:41])([CH3:40])[CH3:39])=[C:13]2[C:18]=1[NH:17][C:16](=[O:19])[CH:15]=[CH:14]2)[C:2]1[CH:7]=[CH:6][CH:5]=[CH:4][CH:3]=1. (2) Given the reactants F[C:2]1[CH:3]=[CH:4][C:5]([CH:12]2[CH2:17][CH2:16][O:15][CH2:14][CH2:13]2)=[C:6]2[C:10]=1[C@@H:9](O)CC2.O[C:19]1C=CC2[C@H](CC(OC)=O)COC=2C=1.Br[C:34]1[CH:42]=[CH:41][C:40]([F:43])=[C:39]2[C:35]=1[CH2:36][CH2:37][C@H:38]2[O:44][C:45]1[CH:58]=[CH:57][C:48]2[C@H:49]([CH2:52][C:53]([O:55][CH3:56])=[O:54])[CH2:50][O:51][C:47]=2[CH:46]=1, predict the reaction product. The product is: [CH3:19][C:3]1[CH:4]=[C:5]([CH:12]2[CH2:13][CH2:14][O:15][CH2:16][CH2:17]2)[CH:6]=[C:10]([CH3:9])[C:2]=1[C:34]1[CH:42]=[CH:41][C:40]([F:43])=[C:39]2[C:35]=1[CH2:36][CH2:37][C@H:38]2[O:44][C:45]1[CH:58]=[CH:57][C:48]2[C@H:49]([CH2:52][C:53]([O:55][CH3:56])=[O:54])[CH2:50][O:51][C:47]=2[CH:46]=1. (3) Given the reactants [OH:1][C:2]1[CH:9]=[C:8]([O:10][CH3:11])[C:7]([C:12]2[S:13][CH:14]=[CH:15][CH:16]=2)=[CH:6][C:3]=1[CH:4]=[O:5].C(=O)([O-])[O-].[K+].[K+].Br[CH2:24][CH2:25][CH2:26][OH:27], predict the reaction product. The product is: [OH:27][CH2:26][CH2:25][CH2:24][O:1][C:2]1[CH:9]=[C:8]([O:10][CH3:11])[C:7]([C:12]2[S:13][CH:14]=[CH:15][CH:16]=2)=[CH:6][C:3]=1[CH:4]=[O:5]. (4) Given the reactants [F:1][C:2]([F:11])([F:10])[C:3]1[CH:4]=[C:5]([NH2:9])[CH:6]=[CH:7][CH:8]=1.[F:12][C:13]([F:25])([F:24])[C:14]1[CH:19]=[CH:18][C:17]([CH2:20][C:21](O)=O)=[CH:16][CH:15]=1, predict the reaction product. The product is: [F:1][C:2]([F:10])([F:11])[C:3]1[CH:4]=[C:5]([NH:9][CH2:21][CH2:20][C:17]2[CH:16]=[CH:15][C:14]([C:13]([F:12])([F:24])[F:25])=[CH:19][CH:18]=2)[CH:6]=[CH:7][CH:8]=1. (5) Given the reactants [CH:1]1([CH2:4][NH:5][CH2:6][C:7]([NH:9][C:10]2[CH:15]=[CH:14][C:13]([C:16]3[CH:21]=[CH:20][CH:19]=[CH:18][C:17]=3[S:22]([CH3:25])(=[O:24])=[O:23])=[CH:12][C:11]=2[F:26])=[O:8])[CH2:3][CH2:2]1.C(N(CC)CC)C.[Cl:34][C:35]1[CH:40]=[CH:39][C:38]([N:41]=[C:42]=[O:43])=[CH:37][CH:36]=1, predict the reaction product. The product is: [Cl:34][C:35]1[CH:40]=[CH:39][C:38]([NH:41][C:42](=[O:43])[N:5]([CH2:6][C:7]([NH:9][C:10]2[CH:15]=[CH:14][C:13]([C:16]3[CH:21]=[CH:20][CH:19]=[CH:18][C:17]=3[S:22]([CH3:25])(=[O:24])=[O:23])=[CH:12][C:11]=2[F:26])=[O:8])[CH2:4][CH:1]2[CH2:3][CH2:2]2)=[CH:37][CH:36]=1. (6) Given the reactants Br[C:2]1[C:10]2[N:9]=[CH:8][NH:7][C:6]=2[CH:5]=[CH:4][CH:3]=1.C(=O)([O-])[O-].[Na+].[Na+].[CH3:17][C:18]1[CH:23]=[CH:22][N:21]=[CH:20][C:19]=1B(O)O.O, predict the reaction product. The product is: [CH3:17][C:18]1[CH:23]=[CH:22][N:21]=[CH:20][C:19]=1[C:2]1[C:10]2[N:9]=[CH:8][NH:7][C:6]=2[CH:5]=[CH:4][CH:3]=1. (7) Given the reactants [Cl:1][C:2]1[C:7]([Cl:8])=[CH:6][C:5]([NH:9][CH2:10][C:11]([O:13]CC)=[O:12])=[C:4]([OH:16])[CH:3]=1.O1CCCC1.O[Li].O.Cl, predict the reaction product. The product is: [Cl:1][C:2]1[C:7]([Cl:8])=[CH:6][C:5]([NH:9][CH2:10][C:11]([OH:13])=[O:12])=[C:4]([OH:16])[CH:3]=1.